This data is from Reaction yield outcomes from USPTO patents with 853,638 reactions. The task is: Predict the reaction yield, written as a fraction of the theoretical maximum amount of product (1.0 means a 100% yield; for example, 0.34 means a 34% yield). (1) The reactants are COC(=O)[C:4]1[CH:9]=[CH:8][C:7]([Cl:10])=[C:6](Br)[CH:5]=1.[F:13][C:14]1[CH:19]=[CH:18][C:17]([O:20][CH3:21])=[CH:16][C:15]=1B(O)O.[C:25](=[O:28])([O-])[O-:26].[K+].[K+].[CH3:31]N(C=O)C. The catalyst is C1C=CC([P]([Pd]([P](C2C=CC=CC=2)(C2C=CC=CC=2)C2C=CC=CC=2)([P](C2C=CC=CC=2)(C2C=CC=CC=2)C2C=CC=CC=2)[P](C2C=CC=CC=2)(C2C=CC=CC=2)C2C=CC=CC=2)(C2C=CC=CC=2)C2C=CC=CC=2)=CC=1.C1(C)C=CC=CC=1. The product is [CH3:31][O:26][C:25]([C:5]1[CH:6]=[C:7]([Cl:10])[CH:8]=[C:9]([C:15]2[CH:16]=[C:17]([O:20][CH3:21])[CH:18]=[CH:19][C:14]=2[F:13])[CH:4]=1)=[O:28]. The yield is 0.490. (2) The reactants are [CH3:1][N:2]([CH:21]([CH3:23])[CH3:22])[CH:3]1[C:12]2[C:7](=[CH:8][C:9]([C:13]#[C:14][Si](C)(C)C)=[CH:10][CH:11]=2)[C:6]([CH3:20])([CH3:19])[CH2:5][CH2:4]1.CO.C(=O)([O-])[O-].[K+].[K+]. The catalyst is C(OCC)(=O)C. The product is [C:13]([C:9]1[CH:8]=[C:7]2[C:12](=[CH:11][CH:10]=1)[CH:3]([N:2]([CH:21]([CH3:22])[CH3:23])[CH3:1])[CH2:4][CH2:5][C:6]2([CH3:19])[CH3:20])#[CH:14]. The yield is 0.800. (3) The reactants are [Cl:1][C:2]1[CH:7]=[CH:6][CH:5]=[CH:4][C:3]=1[C:8]1[N:9]([C:15]2[CH:20]=[CH:19][C:18]([Cl:21])=[CH:17][CH:16]=2)[CH:10]=[C:11]([CH:13]=O)[N:12]=1.[CH:22]1([NH2:28])[CH2:27][CH2:26][CH2:25][CH2:24][CH2:23]1.[BH4-].[Na+]. The catalyst is CO. The product is [Cl:1][C:2]1[CH:7]=[CH:6][CH:5]=[CH:4][C:3]=1[C:8]1[N:9]([C:15]2[CH:20]=[CH:19][C:18]([Cl:21])=[CH:17][CH:16]=2)[CH:10]=[C:11]([CH2:13][NH:28][CH:22]2[CH2:27][CH2:26][CH2:25][CH2:24][CH2:23]2)[N:12]=1. The yield is 0.810. (4) The reactants are [NH2:1][C:2]1[CH:3]=[C:4]([CH:21]=[CH:22][CH:23]=1)[O:5][C:6]1[CH:7]=[CH:8][C:9]2[N:10]([CH:12]=[C:13]([NH:15][C:16]([CH:18]3[CH2:20][CH2:19]3)=[O:17])[N:14]=2)[N:11]=1.[C:24]([C:26]1([C:32]2[CH:33]=[C:34]([CH:38]=[CH:39][CH:40]=2)[C:35](O)=[O:36])[CH2:31][CH2:30][O:29][CH2:28][CH2:27]1)#[N:25].Cl.CN(C)CCCN=C=NCC.ON1C2C=CC=CC=2N=N1.C(N(CC)CC)C. The catalyst is CN(C)C=O. The product is [C:24]([C:26]1([C:32]2[CH:33]=[C:34]([CH:38]=[CH:39][CH:40]=2)[C:35]([NH:1][C:2]2[CH:23]=[CH:22][CH:21]=[C:4]([O:5][C:6]3[CH:7]=[CH:8][C:9]4[N:10]([CH:12]=[C:13]([NH:15][C:16]([CH:18]5[CH2:20][CH2:19]5)=[O:17])[N:14]=4)[N:11]=3)[CH:3]=2)=[O:36])[CH2:27][CH2:28][O:29][CH2:30][CH2:31]1)#[N:25]. The yield is 0.580. (5) The reactants are [F:1][C:2]1[CH:7]=[C:6]([CH3:8])[C:5]([CH3:9])=[CH:4][C:3]=1N.S(=O)(=O)(O)O.N([O-])=O.[Na+].[I-:20].[K+]. The catalyst is O. The product is [F:1][C:2]1[CH:7]=[C:6]([CH3:8])[C:5]([CH3:9])=[CH:4][C:3]=1[I:20]. The yield is 0.690. (6) The reactants are [OH:1][C:2]1[CH:11]=[CH:10][C:5]([C:6]([O:8][CH3:9])=[O:7])=[CH:4][CH:3]=1.[Br:12][C:13]1[CH:18]=[CH:17][C:16]([CH2:19][CH2:20]O)=[CH:15][CH:14]=1.C1(P(C2C=CC=CC=2)C2C=CC=CC=2)C=CC=CC=1.N(C(OCC)=O)=NC(OCC)=O. The catalyst is C1COCC1.C(OCC)(=O)C. The product is [Br:12][C:13]1[CH:18]=[CH:17][C:16]([CH2:19][CH2:20][O:1][C:2]2[CH:3]=[CH:4][C:5]([C:6]([O:8][CH3:9])=[O:7])=[CH:10][CH:11]=2)=[CH:15][CH:14]=1. The yield is 0.730. (7) The catalyst is C1COCC1. The product is [Cl:1][C:2]1[C:11]2[CH2:10][N:9]([C@H:12]([CH:16]([CH3:18])[CH3:17])[C:13]([N:22]3[CH2:25][CH:24]([C:26]#[N:27])[CH2:23]3)=[O:14])[C:8](=[O:19])[C:7]3=[CH:20][NH:21][C:5]([C:6]=23)=[N:4][CH:3]=1. The yield is 0.306. The reactants are [Cl:1][C:2]1[C:11]2[CH2:10][N:9]([C@H:12]([CH:16]([CH3:18])[CH3:17])[C:13](O)=[O:14])[C:8](=[O:19])[C:7]3=[CH:20][NH:21][C:5]([C:6]=23)=[N:4][CH:3]=1.[NH:22]1[CH2:25][CH:24]([C:26]#[N:27])[CH2:23]1.CN1CCOCC1.CN(C(ON1N=NC2C=CC=NC1=2)=[N+](C)C)C.F[P-](F)(F)(F)(F)F.